Dataset: NCI-60 drug combinations with 297,098 pairs across 59 cell lines. Task: Regression. Given two drug SMILES strings and cell line genomic features, predict the synergy score measuring deviation from expected non-interaction effect. (1) Drug 1: C1CC(=O)NC(=O)C1N2C(=O)C3=CC=CC=C3C2=O. Drug 2: C(CCl)NC(=O)N(CCCl)N=O. Cell line: COLO 205. Synergy scores: CSS=4.73, Synergy_ZIP=-6.13, Synergy_Bliss=-7.10, Synergy_Loewe=-3.59, Synergy_HSA=-2.73. (2) Drug 1: CN(C(=O)NC(C=O)C(C(C(CO)O)O)O)N=O. Drug 2: CC12CCC3C(C1CCC2OP(=O)(O)O)CCC4=C3C=CC(=C4)OC(=O)N(CCCl)CCCl.[Na+]. Cell line: TK-10. Synergy scores: CSS=25.2, Synergy_ZIP=-7.34, Synergy_Bliss=1.71, Synergy_Loewe=-10.1, Synergy_HSA=1.60. (3) Drug 1: CC1C(C(CC(O1)OC2CC(CC3=C2C(=C4C(=C3O)C(=O)C5=C(C4=O)C(=CC=C5)OC)O)(C(=O)CO)O)N)O.Cl. Drug 2: C1CN(P(=O)(OC1)NCCCl)CCCl. Cell line: SN12C. Synergy scores: CSS=-0.260, Synergy_ZIP=2.60, Synergy_Bliss=5.90, Synergy_Loewe=1.28, Synergy_HSA=2.11. (4) Drug 1: COC1=CC(=CC(=C1O)OC)C2C3C(COC3=O)C(C4=CC5=C(C=C24)OCO5)OC6C(C(C7C(O6)COC(O7)C8=CC=CS8)O)O. Drug 2: C1C(C(OC1N2C=NC(=NC2=O)N)CO)O. Cell line: RPMI-8226. Synergy scores: CSS=71.7, Synergy_ZIP=5.42, Synergy_Bliss=5.01, Synergy_Loewe=4.56, Synergy_HSA=11.4.